From a dataset of Forward reaction prediction with 1.9M reactions from USPTO patents (1976-2016). Predict the product of the given reaction. (1) Given the reactants [CH3:1][O:2][N:3]([CH3:17])[C:4]([C:6]1([C:13]([F:16])([F:15])[F:14])[CH2:11][CH2:10][CH:9]([OH:12])[CH2:8][CH2:7]1)=[O:5].N1C(C)=CC=CC=1C.FC(F)(F)S(O[Si:32]([C:35]([CH3:38])([CH3:37])[CH3:36])([CH3:34])[CH3:33])(=O)=O, predict the reaction product. The product is: [CH3:1][O:2][N:3]([CH3:17])[C:4]([C:6]1([C:13]([F:14])([F:15])[F:16])[CH2:11][CH2:10][CH:9]([O:12][Si:32]([C:35]([CH3:38])([CH3:37])[CH3:36])([CH3:34])[CH3:33])[CH2:8][CH2:7]1)=[O:5]. (2) Given the reactants C(OC([NH:8][CH:9]1[CH2:13][CH2:12][NH:11][CH2:10]1)=O)(C)(C)C.[H-].[Na+].[CH3:16][O:17][CH2:18][CH2:19]Br.[ClH:21].O1CCOCC1, predict the reaction product. The product is: [ClH:21].[ClH:21].[CH3:16][O:17][CH2:18][CH2:19][N:11]1[CH2:12][CH2:13][CH:9]([NH2:8])[CH2:10]1. (3) Given the reactants [N:1]([CH2:4][CH:5]1[CH2:9][C:8]2[CH:10]=[CH:11][CH:12]=[C:13]([C:14]3[CH:19]=[CH:18][CH:17]=[C:16]([C:20]([F:23])([F:22])[F:21])[CH:15]=3)[C:7]=2[O:6]1)=[N+]=[N-], predict the reaction product. The product is: [F:22][C:20]([F:21])([F:23])[C:16]1[CH:15]=[C:14]([C:13]2[C:7]3[O:6][CH:5]([CH2:4][NH2:1])[CH2:9][C:8]=3[CH:10]=[CH:11][CH:12]=2)[CH:19]=[CH:18][CH:17]=1. (4) Given the reactants [NH:1]1[CH:5]=[C:4]([NH:6][C:7]([C:9]2[C:17]3[C:12](=[CH:13][C:14]([C:18]4[CH:19]=[N:20][CH:21]=[CH:22][CH:23]=4)=[CH:15][CH:16]=3)[N:11](COCC[Si](C)(C)C)[N:10]=2)=[O:8])[CH:3]=[N:2]1.N1C=C(NC(C2C3[C:43](=[CH:44][C:45]([C:49]4[CH:50]=[N:51]N(C5CCCCO5)C=4)=[CH:46]C=3)[N:42](COCC[Si](C)(C)C)N=2)=O)C=N1, predict the reaction product. The product is: [NH2:51][C:50]1[CH:49]=[C:45]([CH2:46][N:1]2[CH:5]=[C:4]([NH:6][C:7]([C:9]3[C:17]4[C:12](=[CH:13][C:14]([C:18]5[CH:19]=[N:20][CH:21]=[CH:22][CH:23]=5)=[CH:15][CH:16]=4)[NH:11][N:10]=3)=[O:8])[CH:3]=[N:2]2)[CH:44]=[CH:43][N:42]=1. (5) Given the reactants Br[C:2]1[CH:7]=[CH:6][C:5]([O:8][CH:9]([CH3:11])[CH3:10])=[C:4]([C:12]([F:15])([F:14])[F:13])[CH:3]=1.[Li]CCCC.[B:21]([O:30][CH:31]([CH3:33])[CH3:32])([O:26][CH:27]([CH3:29])[CH3:28])OC(C)C.OC(C(O)(C)C)(C)C, predict the reaction product. The product is: [CH3:33][C:31]1([CH3:32])[C:27]([CH3:28])([CH3:29])[O:26][B:21]([C:2]2[CH:7]=[CH:6][C:5]([O:8][CH:9]([CH3:11])[CH3:10])=[C:4]([C:12]([F:15])([F:14])[F:13])[CH:3]=2)[O:30]1. (6) Given the reactants [Na+].[CH:2]1([N:5]2[C:13]3[C:8](=[C:9]([O:41][CH3:42])[CH:10]=[C:11]([C:14]([N:16]4[CH2:21][CH2:20][C:19]5([CH2:30][C:29](=[O:31])[C:28]6[C:23](=[CH:24][CH:25]=[C:26]([C:32]7[CH:33]=[N:34][CH:35]=[C:36]([CH:40]=7)[C:37]([O-:39])=[O:38])[CH:27]=6)[O:22]5)[CH2:18][CH2:17]4)=[O:15])[CH:12]=3)[C:7]([CH3:43])=[CH:6]2)[CH2:4][CH2:3]1.Cl, predict the reaction product. The product is: [CH:2]1([N:5]2[C:13]3[C:8](=[C:9]([O:41][CH3:42])[CH:10]=[C:11]([C:14]([N:16]4[CH2:17][CH2:18][C:19]5([CH2:30][C:29](=[O:31])[C:28]6[C:23](=[CH:24][CH:25]=[C:26]([C:32]7[CH:33]=[N:34][CH:35]=[C:36]([CH:40]=7)[C:37]([OH:39])=[O:38])[CH:27]=6)[O:22]5)[CH2:20][CH2:21]4)=[O:15])[CH:12]=3)[C:7]([CH3:43])=[CH:6]2)[CH2:3][CH2:4]1. (7) Given the reactants [F:1][CH:2]([F:11])[C:3]([C:5]1[CH:10]=[CH:9][CH:8]=[CH:7][CH:6]=1)=[O:4].Br[C:13]1[CH:18]=[CH:17][C:16]2[O:19][CH2:20][O:21][C:15]=2[CH:14]=1.ClC1C=CC2OCOC=2C=1, predict the reaction product. The product is: [O:19]1[C:16]2[CH:17]=[CH:18][C:13]([C:2]([F:11])([F:1])[C:3]([C:5]3[CH:6]=[CH:7][CH:8]=[CH:9][CH:10]=3)=[O:4])=[CH:14][C:15]=2[O:21][CH2:20]1.